This data is from Forward reaction prediction with 1.9M reactions from USPTO patents (1976-2016). The task is: Predict the product of the given reaction. Given the reactants [OH:1][C@@H:2]([C:23]1[CH:28]=[CH:27][CH:26]=[CH:25][N:24]=1)[CH2:3][N:4]([CH2:6][C:7]1[S:22][C:10]2[N:11]([CH3:21])[CH:12]=[C:13]([C:16](OCC)=[O:17])[C:14](=[O:15])[C:9]=2[CH:8]=1)[CH3:5].C[O-].[Na+].[C:32]([C:34]1[CH:41]=[CH:40][C:37]([CH2:38][NH2:39])=[CH:36][CH:35]=1)#[N:33], predict the reaction product. The product is: [C:32]([C:34]1[CH:41]=[CH:40][C:37]([CH2:38][NH:39][C:16]([C:13]2[C:14](=[O:15])[C:9]3[CH:8]=[C:7]([CH2:6][N:4]([CH2:3][C@@H:2]([OH:1])[C:23]4[CH:28]=[CH:27][CH:26]=[CH:25][N:24]=4)[CH3:5])[S:22][C:10]=3[N:11]([CH3:21])[CH:12]=2)=[O:17])=[CH:36][CH:35]=1)#[N:33].